Dataset: Forward reaction prediction with 1.9M reactions from USPTO patents (1976-2016). Task: Predict the product of the given reaction. (1) Given the reactants [Cl:1][C:2]1[CH:3]=[C:4]2[C:10]([C:11]3[N:16]=[C:15]([NH:17][C@H:18]4[CH2:23][CH2:22][CH2:21][C@@:20]([CH3:28])([C:24]([O:26][CH3:27])=[O:25])[CH2:19]4)[C:14]([F:29])=[CH:13][N:12]=3)=[CH:9][N:8](S(C3C=CC(C)=CC=3)(=O)=O)[C:5]2=[N:6][CH:7]=1.[H-].[Na+], predict the reaction product. The product is: [Cl:1][C:2]1[CH:3]=[C:4]2[C:10]([C:11]3[N:16]=[C:15]([NH:17][C@H:18]4[CH2:23][CH2:22][CH2:21][C@@:20]([CH3:28])([C:24]([O:26][CH3:27])=[O:25])[CH2:19]4)[C:14]([F:29])=[CH:13][N:12]=3)=[CH:9][NH:8][C:5]2=[N:6][CH:7]=1. (2) The product is: [OH:8][CH2:7][C:6]1[CH:10]=[CH:11][C:3]([C:1]#[N:2])=[N:4][CH:5]=1. Given the reactants [C:1]([C:3]1[CH:11]=[CH:10][C:6]([C:7](O)=[O:8])=[CH:5][N:4]=1)#[N:2].CCN(CC)CC.ClC(OCC)=O.[BH4-].[Na+], predict the reaction product. (3) Given the reactants CS(C)=O.C(Cl)(=O)C(Cl)=O.[C:11]([O:15][C:16]([N:18]1[CH2:23][CH2:22][CH2:21][CH:20]([OH:24])[CH2:19]1)=[O:17])([CH3:14])([CH3:13])[CH3:12].C(N(CC)CC)C, predict the reaction product. The product is: [C:11]([O:15][C:16]([N:18]1[CH2:23][CH2:22][CH2:21][C:20](=[O:24])[CH2:19]1)=[O:17])([CH3:14])([CH3:12])[CH3:13]. (4) The product is: [Cl:19][C:20]1[CH:21]=[C:22]([C:28]([OH:30])=[O:29])[CH:23]=[N:24][C:25]=1[NH:26][NH:27][C:2]([NH:1][CH:4]1[C:14]2[C:9](=[N:10][CH:11]=[CH:12][CH:13]=2)[CH2:8][CH2:7][C:6]2[CH:15]=[CH:16][CH:17]=[CH:18][C:5]1=2)=[S:3]. Given the reactants [N:1]([CH:4]1[C:14]2[C:9](=[N:10][CH:11]=[CH:12][CH:13]=2)[CH2:8][CH2:7][C:6]2[CH:15]=[CH:16][CH:17]=[CH:18][C:5]1=2)=[C:2]=[S:3].[Cl:19][C:20]1[CH:21]=[C:22]([C:28]([OH:30])=[O:29])[CH:23]=[N:24][C:25]=1[NH:26][NH2:27], predict the reaction product. (5) Given the reactants Cl[C:2]1[CH:11]=[C:10]([CH3:12])[C:9]2[C:4](=[CH:5][CH:6]=[CH:7][CH:8]=2)[N:3]=1.[C:13]([O:17][C:18]([N:20]1[CH2:25][CH2:24][CH:23]([NH2:26])[CH2:22][CH2:21]1)=[O:19])([CH3:16])([CH3:15])[CH3:14].O(C(C)(C)C)[K], predict the reaction product. The product is: [C:13]([O:17][C:18]([N:20]1[CH2:25][CH2:24][CH:23]([NH:26][C:2]2[CH:11]=[C:10]([CH3:12])[C:9]3[C:4](=[CH:5][CH:6]=[CH:7][CH:8]=3)[N:3]=2)[CH2:22][CH2:21]1)=[O:19])([CH3:16])([CH3:14])[CH3:15]. (6) Given the reactants [CH3:1][C:2]1[CH:3]=[C:4]([C:9]2[C:10]3[CH:29]=[N:28][N:27]([CH2:30][C:31]4[CH:36]=[CH:35][C:34]([O:37][CH3:38])=[CH:33][CH:32]=4)[C:11]=3[C:12](=[O:26])[N:13]([CH3:25])[C:14]=2[CH:15]([O:18]C2CCCCO2)[C:16]#N)[CH:5]=[CH:6][C:7]=1[CH3:8].[OH-:39].[Na+].[OH2:41].Cl.[Si](C=[N+]=[N-])(C)(C)[CH3:44], predict the reaction product. The product is: [CH3:1][C:2]1[CH:3]=[C:4]([C:9]2[C:10]3[CH:29]=[N:28][N:27]([CH2:30][C:31]4[CH:32]=[CH:33][C:34]([O:37][CH3:38])=[CH:35][CH:36]=4)[C:11]=3[C:12](=[O:26])[N:13]([CH3:25])[C:14]=2[CH:15]([OH:18])[C:16]([O:41][CH3:44])=[O:39])[CH:5]=[CH:6][C:7]=1[CH3:8].